This data is from Full USPTO retrosynthesis dataset with 1.9M reactions from patents (1976-2016). The task is: Predict the reactants needed to synthesize the given product. (1) Given the product [C:21]([C@@:12]1([NH:11][C:9](=[O:10])[CH:8]([NH:7][C:6](=[O:31])[O:5][C:1]([CH3:2])([CH3:4])[CH3:3])[CH2:24][C:25]2[S:26][CH:27]=[CH:28][C:29]=2[F:30])[CH2:14][C@@H:13]1[C:15]1[CH:20]=[CH:19][CH:18]=[CH:17][CH:16]=1)#[N:23], predict the reactants needed to synthesize it. The reactants are: [C:1]([O:5][C:6](=[O:31])[NH:7][CH:8]([CH2:24][C:25]1[S:26][CH:27]=[CH:28][C:29]=1[F:30])[C:9]([NH:11][C@:12]1([C:21]([NH2:23])=O)[CH2:14][C@@H:13]1[C:15]1[CH:20]=[CH:19][CH:18]=[CH:17][CH:16]=1)=[O:10])([CH3:4])([CH3:3])[CH3:2].CCN(CC)CC.FC(F)(F)C(OC(=O)C(F)(F)F)=O.C(=O)(O)[O-].[Na+]. (2) Given the product [F:22][C:21]1[C:16]([C:11]2[N:12]=[C:13]([CH3:15])[N:14]=[C:9]([N:8]([CH2:38][C:39]3[CH:44]=[CH:43][C:42]([O:45][CH3:46])=[CH:41][CH:40]=3)[CH2:7][C:6]3[CH:47]=[CH:48][C:3]([O:2][CH3:1])=[CH:4][CH:5]=3)[N:10]=2)=[CH:17][C:18]([CH2:23][N:24]2[CH2:29][CH2:28][N:27]([S:57]([CH3:56])(=[O:59])=[O:58])[CH2:26][C@H:25]2[CH3:37])=[CH:19][N:20]=1, predict the reactants needed to synthesize it. The reactants are: [CH3:1][O:2][C:3]1[CH:48]=[CH:47][C:6]([CH2:7][N:8]([CH2:38][C:39]2[CH:44]=[CH:43][C:42]([O:45][CH3:46])=[CH:41][CH:40]=2)[C:9]2[N:14]=[C:13]([CH3:15])[N:12]=[C:11]([C:16]3[CH:17]=[C:18]([CH2:23][N:24]4[CH2:29][CH2:28][N:27](C(OC(C)(C)C)=O)[CH2:26][C@H:25]4[CH3:37])[CH:19]=[N:20][C:21]=3[F:22])[N:10]=2)=[CH:5][CH:4]=1.C(O)(C(F)(F)F)=O.[CH3:56][S:57](Cl)(=[O:59])=[O:58]. (3) The reactants are: C(OC([N:8]1[C:16]2[C:11](=[C:12]([CH2:17][N:18]3[C:22]4[CH:23]=[CH:24][CH:25]=[CH:26][C:21]=4[N:20]([C:27]4[CH:32]=[CH:31][C:30](Br)=[CH:29][CH:28]=4)[C:19]3=[NH:34])[CH:13]=[CH:14][CH:15]=2)[CH:10]=[CH:9]1)=O)(C)(C)C.[C:35]([NH:38][C:39]1[CH:44]=[CH:43][CH:42]=[CH:41][C:40]=1B(O)O)(=[O:37])[CH3:36].C(=O)([O-])[O-].[Na+].[Na+]. Given the product [NH:34]=[C:19]1[N:20]([C:27]2[CH:28]=[CH:29][C:30]([C:40]3[CH:41]=[CH:42][CH:43]=[CH:44][C:39]=3[NH:38][C:35](=[O:37])[CH3:36])=[CH:31][CH:32]=2)[C:21]2[CH:26]=[CH:25][CH:24]=[CH:23][C:22]=2[N:18]1[CH2:17][C:12]1[CH:13]=[CH:14][CH:15]=[C:16]2[C:11]=1[CH:10]=[CH:9][NH:8]2, predict the reactants needed to synthesize it. (4) Given the product [OH:1][C:2]1[CH:7]=[C:6]([CH3:8])[N:10]([C:11]2[CH:12]=[C:13]([CH:18]=[CH:19][C:20]=2[CH3:21])[C:14]([O:16][CH3:17])=[O:15])[C:4](=[O:5])[CH:3]=1, predict the reactants needed to synthesize it. The reactants are: [OH:1][C:2]1[CH:7]=[C:6]([CH3:8])[O:5][C:4](=O)[CH:3]=1.[NH2:10][C:11]1[CH:12]=[C:13]([CH:18]=[CH:19][C:20]=1[CH3:21])[C:14]([O:16][CH3:17])=[O:15].C(=O)([O-])[O-].[K+].[K+]. (5) Given the product [Cl:49][C:50]1[CH:55]=[C:54]([NH:58][C:59]2[C:68]([F:69])=[CH:67][CH:66]=[CH:65][C:60]=2[C:61]([NH:63][CH3:64])=[O:62])[C:53]([Cl:57])=[CH:52][N:51]=1, predict the reactants needed to synthesize it. The reactants are: CC1(C)C2C=CC=C(P(C3C=CC=CC=3)C3C=CC=CC=3)C=2OC2C1=CC=CC=2P(C1C=CC=CC=1)C1C=CC=CC=1.C(=O)([O-])[O-].[Cs+].[Cs+].[Cl:49][C:50]1[CH:55]=[C:54](I)[C:53]([Cl:57])=[CH:52][N:51]=1.[NH2:58][C:59]1[C:68]([F:69])=[CH:67][CH:66]=[CH:65][C:60]=1[C:61]([NH:63][CH3:64])=[O:62].